From a dataset of Forward reaction prediction with 1.9M reactions from USPTO patents (1976-2016). Predict the product of the given reaction. (1) Given the reactants [CH3:1][N:2]1[C:6]([CH2:7][C:8](O)=[O:9])=[CH:5][C:4]([C:11]2[CH:16]=[CH:15][C:14]([C:17]([F:20])([F:19])[F:18])=[CH:13][CH:12]=2)=[N:3]1, predict the reaction product. The product is: [CH3:1][N:2]1[C:6]([CH2:7][CH2:8][OH:9])=[CH:5][C:4]([C:11]2[CH:16]=[CH:15][C:14]([C:17]([F:18])([F:19])[F:20])=[CH:13][CH:12]=2)=[N:3]1. (2) Given the reactants [OH:1][C:2]1[CH:11]=[CH:10][CH:9]=[C:8]2[C:3]=1[CH:4]=[CH:5][CH:6]=[N:7]2.C(OC1C=C[CH:23]=[C:22]2[C:17]=1C=CC=[N:21]2)C=C.C(C1C=CC2N=CC=CC=2C=1O)C=C.C1(O)C=CC=CC=1.C(C1C(OCC2C=CC=CC=2)=C2C(=CC=1)N=CC=C2)C=C.C(OC1C(CC(O)CO)=CC=C2C=1C=CC=N2)C1C=CC=CC=1.CC[C@H]1[C@H]2C[C@H]([C@H](OC3C4C(=CC=CC=4)C(O[C@H](C4C=CN=C5C=4C=C(OC)C=C5)[C@@H]4N5C[C@H](CC)[C@@H](CC5)C4)=NN=3)C3C=CN=C4C=3C=C(OC)C=C4)N(CC2)C1.BrCC([O-])=O.[H-].[Na+], predict the reaction product. The product is: [O:1]1[C:2]2=[C:3]3[C:8](=[CH:9][CH:10]=[C:11]2[CH2:23][CH:22]([NH2:21])[CH2:17]1)[N:7]=[CH:6][CH:5]=[CH:4]3. (3) Given the reactants [C:1]([O:5][C:6]([CH2:8][N:9]1[C:17]2[C:12](=[CH:13][CH:14]=[C:15]([O:18][CH3:19])[CH:16]=2)[C:11]([C:20]([OH:22])=O)=[CH:10]1)=[O:7])([CH3:4])([CH3:3])[CH3:2].[NH4+].[Cl-].C[N:26](C(ON1N=NC2C=CC=CC1=2)=[N+](C)C)C.F[P-](F)(F)(F)(F)F.CCN(C(C)C)C(C)C, predict the reaction product. The product is: [C:1]([O:5][C:6](=[O:7])[CH2:8][N:9]1[C:17]2[C:12](=[CH:13][CH:14]=[C:15]([O:18][CH3:19])[CH:16]=2)[C:11]([C:20](=[O:22])[NH2:26])=[CH:10]1)([CH3:4])([CH3:3])[CH3:2]. (4) Given the reactants [Si]([O:8][CH2:9][CH2:10][N:11]1[C:20]2[C:15](=[CH:16][CH:17]=[CH:18][CH:19]=2)[CH2:14][C@@H:13]([NH:21][C:22]([C:24]2[NH:33][C:27]3=[CH:28][N:29]=[C:30]([Cl:32])[CH:31]=[C:26]3[CH:25]=2)=[O:23])[C:12]1=[O:34])(C(C)(C)C)(C)C.CCCC[N+](CCCC)(CCCC)CCCC.[F-], predict the reaction product. The product is: [OH:8][CH2:9][CH2:10][N:11]1[C:20]2[C:15](=[CH:16][CH:17]=[CH:18][CH:19]=2)[CH2:14][C@@H:13]([NH:21][C:22]([C:24]2[NH:33][C:27]3=[CH:28][N:29]=[C:30]([Cl:32])[CH:31]=[C:26]3[CH:25]=2)=[O:23])[C:12]1=[O:34]. (5) Given the reactants [I:1][C:2]1[CH:11]=[C:10]2[C:5]([CH:6]=[CH:7][CH:8]=[N+:9]2[O-])=[N:4][CH:3]=1.C1(C)C=CC(S(Cl)(=O)=[O:20])=CC=1.C(=O)([O-])[O-].[K+].[K+], predict the reaction product. The product is: [I:1][C:2]1[CH:11]=[C:10]2[C:5]([CH:6]=[CH:7][C:8](=[O:20])[NH:9]2)=[N:4][CH:3]=1.